This data is from Full USPTO retrosynthesis dataset with 1.9M reactions from patents (1976-2016). The task is: Predict the reactants needed to synthesize the given product. (1) Given the product [CH2:14]([N:11]1[CH2:12][CH2:13][NH:8][C:9]([CH3:22])([CH3:21])[CH2:10]1)[C:15]1[CH:16]=[CH:17][CH:18]=[CH:19][CH:20]=1, predict the reactants needed to synthesize it. The reactants are: C(OC([N:8]1[CH2:13][CH2:12][N:11]([CH2:14][C:15]2[CH:20]=[CH:19][CH:18]=[CH:17][CH:16]=2)[CH2:10][C:9]1([CH3:22])[CH3:21])=O)(C)(C)C.Cl. (2) Given the product [F:27][C:2]1([F:1])[CH2:6][NH:5][C@@H:4]([C:14]2[CH:19]=[C:18]([F:20])[CH:17]=[CH:16][C:15]=2[C:21]([NH:22][CH:23]([CH3:25])[CH3:24])=[O:26])[CH2:3]1, predict the reactants needed to synthesize it. The reactants are: [F:1][C:2]1([F:27])[CH2:6][N:5](C(OC(C)(C)C)=O)[C@@H:4]([C:14]2[CH:19]=[C:18]([F:20])[CH:17]=[CH:16][C:15]=2[C:21](=[O:26])[NH:22][CH:23]([CH3:25])[CH3:24])[CH2:3]1.C(O)(C(F)(F)F)=O. (3) Given the product [ClH:26].[N:1]12[CH2:7][CH2:6][CH:5]([CH2:8][CH2:9]1)[N:4]([C:10]1[N:15]=[CH:14][C:13]([NH:16][C:24](=[O:25])[C:23]3[CH:22]=[CH:21][C:20]([N+:17]([O-:19])=[O:18])=[CH:28][CH:27]=3)=[CH:12][CH:11]=1)[CH2:3][CH2:2]2, predict the reactants needed to synthesize it. The reactants are: [N:1]12[CH2:9][CH2:8][CH:5]([CH2:6][CH2:7]1)[N:4]([C:10]1[N:15]=[CH:14][C:13]([NH2:16])=[CH:12][CH:11]=1)[CH2:3][CH2:2]2.[N+:17]([C:20]1[CH:28]=[CH:27][C:23]([C:24]([Cl:26])=[O:25])=[CH:22][CH:21]=1)([O-:19])=[O:18]. (4) The reactants are: [Cl:1][C:2]1[CH:3]=[CH:4][C:5]([CH:12]=C)=[C:6]([CH:11]=1)[C:7]([O:9][CH3:10])=[O:8].[O:14]=[O+][O-].CSC. Given the product [Cl:1][C:2]1[CH:3]=[CH:4][C:5]([CH:12]=[O:14])=[C:6]([CH:11]=1)[C:7]([O:9][CH3:10])=[O:8], predict the reactants needed to synthesize it. (5) Given the product [OH:8][CH2:9][CH:11]1[N:16]([S:17]([CH3:20])(=[O:19])=[O:18])[CH2:15][CH2:14][N:13]([C:21]([OH:23])=[O:22])[CH2:12]1, predict the reactants needed to synthesize it. The reactants are: [H-].[Al+3].[Li+].[H-].[H-].[H-].C[O:8][C:9]([CH:11]1[N:16]([S:17]([CH3:20])(=[O:19])=[O:18])[CH2:15][CH2:14][N:13]([C:21]([O:23]C(C)(C)C)=[O:22])[CH2:12]1)=O.[Cl-].[NH4+]. (6) Given the product [F:19][C:2]1[C:7]([C:8]2[CH:13]=[CH:12][CH:11]=[CH:10][CH:9]=2)=[N:6][N:5]=[C:4]2[N:14]([CH3:18])[N:15]=[C:16]([CH3:17])[C:3]=12, predict the reactants needed to synthesize it. The reactants are: Cl[C:2]1[C:7]([C:8]2[CH:13]=[CH:12][CH:11]=[CH:10][CH:9]=2)=[N:6][N:5]=[C:4]2[N:14]([CH3:18])[N:15]=[C:16]([CH3:17])[C:3]=12.[F-:19].[K+]. (7) Given the product [C:20]1([S:26]([C:29]([C:30]#[N:31])=[CH:1][C:3]2[C:11]3[C:6](=[CH:7][CH:8]=[CH:9][CH:10]=3)[NH:5][C:4]=2[C:12]2[CH:19]=[CH:18][C:15]([C:16]#[N:17])=[CH:14][CH:13]=2)(=[O:27])=[O:28])[CH:21]=[CH:22][CH:23]=[CH:24][CH:25]=1, predict the reactants needed to synthesize it. The reactants are: [CH:1]([C:3]1[C:11]2[C:6](=[CH:7][CH:8]=[CH:9][CH:10]=2)[NH:5][C:4]=1[C:12]1[CH:19]=[CH:18][C:15]([C:16]#[N:17])=[CH:14][CH:13]=1)=O.[C:20]1([S:26]([CH2:29][C:30]#[N:31])(=[O:28])=[O:27])[CH:25]=[CH:24][CH:23]=[CH:22][CH:21]=1. (8) Given the product [CH3:18][N:19]1[C:23](=[O:24])[CH2:22][CH2:21][C@H:20]1[C:25]([O:27][CH3:2])=[O:26], predict the reactants needed to synthesize it. The reactants are: Cl[C:2]1C=CC=CC=1C=O.FC1C=C(C=CC=1)N.[CH3:18][N:19]1[C:23](=[O:24])[CH2:22][CH2:21][C@H:20]1[C:25]([OH:27])=[O:26].FC1(F)CC([N+]#[C-])C1. (9) Given the product [Br:1][CH2:36][CH2:35][CH2:34][C:32]1[O:31][N:30]=[C:29]([CH3:28])[CH:33]=1, predict the reactants needed to synthesize it. The reactants are: [Br:1]Br.C1(P(C2C=CC=CC=2)C2C=CC=CC=2)C=CC=CC=1.N1C=CC=CC=1.[CH3:28][C:29]1[CH:33]=[C:32]([CH2:34][CH2:35][CH2:36]O)[O:31][N:30]=1. (10) Given the product [ClH:1].[Cl:1][C:2]1[CH:3]=[CH:4][C:5]([C:6](=[O:7])[CH2:8][CH2:9][C:10]([N:45]2[CH2:46][CH2:47][N:42]([CH:37]3[CH2:41][CH2:40][CH2:39][CH2:38]3)[CH2:43][CH2:44]2)=[O:12])=[CH:13][CH:14]=1, predict the reactants needed to synthesize it. The reactants are: [Cl:1][C:2]1[CH:14]=[CH:13][C:5]([C:6]([CH2:8][CH2:9][C:10]([OH:12])=O)=[O:7])=[CH:4][CH:3]=1.ON1C2C=CC=CC=2N=N1.Cl.C(N=C=NCCCN(C)C)C.[CH:37]1([N:42]2[CH2:47][CH2:46][NH:45][CH2:44][CH2:43]2)[CH2:41][CH2:40][CH2:39][CH2:38]1.